Task: Predict which catalyst facilitates the given reaction.. Dataset: Catalyst prediction with 721,799 reactions and 888 catalyst types from USPTO (1) Reactant: [CH3:1][N:2]1[CH:6]=[C:5]([C:7]2[N:12]=[C:11]3[N:13]([CH2:16][C@H:17]4[CH2:22][CH2:21][CH2:20][N:19]([C:23]5[N:28]=[CH:27][C:26]([C:29]6[CH:44]=[CH:43][C:32]([CH2:33][N:34]7[CH2:39][CH2:38][N:37]([C:40](=[O:42])[CH3:41])[CH2:36][CH2:35]7)=[CH:31][CH:30]=6)=[CH:25][N:24]=5)[CH2:18]4)[N:14]=[N:15][C:10]3=[N:9][CH:8]=2)[CH:4]=[N:3]1.[ClH:45]. The catalyst class is: 135. Product: [ClH:45].[CH3:1][N:2]1[CH:6]=[C:5]([C:7]2[N:12]=[C:11]3[N:13]([CH2:16][C@H:17]4[CH2:22][CH2:21][CH2:20][N:19]([C:23]5[N:28]=[CH:27][C:26]([C:29]6[CH:30]=[CH:31][C:32]([CH2:33][N:34]7[CH2:35][CH2:36][N:37]([C:40](=[O:42])[CH3:41])[CH2:38][CH2:39]7)=[CH:43][CH:44]=6)=[CH:25][N:24]=5)[CH2:18]4)[N:14]=[N:15][C:10]3=[N:9][CH:8]=2)[CH:4]=[N:3]1. (2) Reactant: F[C:2]1[N:7]=[C:6]([N:8]2[CH2:12][CH2:11][O:10][C:9]2=[O:13])[CH:5]=[CH:4][N:3]=1.[Cl:14][C:15]1[CH:20]=[CH:19][C:18]([C:21]2[N:25]=[C:24]([CH:26]([NH2:28])[CH3:27])[O:23][N:22]=2)=[CH:17][CH:16]=1.CCN(C(C)C)C(C)C. Product: [Cl:14][C:15]1[CH:16]=[CH:17][C:18]([C:21]2[N:25]=[C:24]([CH:26]([NH:28][C:2]3[N:7]=[C:6]([N:8]4[CH2:12][CH2:11][O:10][C:9]4=[O:13])[CH:5]=[CH:4][N:3]=3)[CH3:27])[O:23][N:22]=2)=[CH:19][CH:20]=1. The catalyst class is: 197. (3) Reactant: [C:1]([C:3]1[CH:4]=[C:5]([CH:9]=[CH:10][C:11]=1[O:12][CH:13]([CH3:15])[CH3:14])[C:6](O)=O)#[N:2].[NH:16]([C:18](=[S:20])[NH2:19])[NH2:17]. Product: [NH2:19][C:18]1[S:20][C:6]([C:5]2[CH:9]=[CH:10][C:11]([O:12][CH:13]([CH3:15])[CH3:14])=[C:3]([CH:4]=2)[C:1]#[N:2])=[N:17][N:16]=1. The catalyst class is: 265.